This data is from Full USPTO retrosynthesis dataset with 1.9M reactions from patents (1976-2016). The task is: Predict the reactants needed to synthesize the given product. (1) The reactants are: [NH2:1][S:2]([C:5]1[C:6]([Cl:29])=[CH:7][C:8]([NH:22][CH2:23][C:24]2[O:25][CH:26]=[CH:27][CH:28]=2)=[C:9]([CH:21]=1)[C:10]([O:12][CH2:13][CH2:14][CH2:15][C:16]([O:18]CC)=[O:17])=[O:11])(=[O:4])=[O:3].[OH-].[Na+]. Given the product [NH2:1][S:2]([C:5]1[C:6]([Cl:29])=[CH:7][C:8]([NH:22][CH2:23][C:24]2[O:25][CH:26]=[CH:27][CH:28]=2)=[C:9]([CH:21]=1)[C:10]([O:12][CH2:13][CH2:14][CH2:15][C:16]([OH:18])=[O:17])=[O:11])(=[O:3])=[O:4], predict the reactants needed to synthesize it. (2) Given the product [Cl:3][CH:4]([C:9](=[O:10])[CH2:11][C:22]([CH:17]1[CH2:21][CH2:20][CH2:19][CH2:18]1)([OH:35])[CH2:23][CH2:24][C:25]1[CH:30]=[CH:29][C:28]([CH:31]([F:32])[F:33])=[C:27]([F:34])[CH:26]=1)[C:5]([O:7][CH3:8])=[O:6], predict the reactants needed to synthesize it. The reactants are: [H-].[Na+].[Cl:3][CH:4]([C:9]([CH3:11])=[O:10])[C:5]([O:7][CH3:8])=[O:6].[Li]CCCC.[CH:17]1([C:22](=[O:35])[CH2:23][CH2:24][C:25]2[CH:30]=[CH:29][C:28]([CH:31]([F:33])[F:32])=[C:27]([F:34])[CH:26]=2)[CH2:21][CH2:20][CH2:19][CH2:18]1.[NH4+].[Cl-]. (3) Given the product [CH3:1][O:2][C:3](=[O:27])[C:4]([O:7][C:8]1[CH:13]=[CH:12][C:11]([Cl:14])=[CH:10][C:9]=1/[CH:15]=[C:16]1\[C:17](=[O:26])[N:18]([CH2:35][O:34][CH2:33][CH2:32][Si:31]([CH3:38])([CH3:37])[CH3:30])[C:19]2[C:24]\1=[CH:23][CH:22]=[C:21]([Cl:25])[CH:20]=2)([CH3:6])[CH3:5], predict the reactants needed to synthesize it. The reactants are: [CH3:1][O:2][C:3](=[O:27])[C:4]([O:7][C:8]1[CH:13]=[CH:12][C:11]([Cl:14])=[CH:10][C:9]=1/[CH:15]=[C:16]1\[C:17](=[O:26])[NH:18][C:19]2[C:24]\1=[CH:23][CH:22]=[C:21]([Cl:25])[CH:20]=2)([CH3:6])[CH3:5].[H-].[Na+].[CH3:30][Si:31]([CH3:38])([CH3:37])[CH2:32][CH2:33][O:34][CH2:35]Cl. (4) Given the product [C:39]([O:43][C:44](=[O:45])[N:21]([CH2:20][CH2:19][NH:18][C:17]1[N:12]2[N:11]=[C:10]([CH3:29])[C:9]([C:8]3[C:7]([Cl:30])=[CH:6][C:5]([OH:31])=[CH:4][C:3]=3[Cl:2])=[C:13]2[N:14]=[C:15]([CH3:28])[CH:16]=1)[CH:22]1[CH2:27][CH2:26][O:25][CH2:24][CH2:23]1)([CH3:42])([CH3:41])[CH3:40], predict the reactants needed to synthesize it. The reactants are: Br.[Cl:2][C:3]1[CH:4]=[C:5]([OH:31])[CH:6]=[C:7]([Cl:30])[C:8]=1[C:9]1[C:10]([CH3:29])=[N:11][N:12]2[C:17]([NH:18][CH2:19][CH2:20][NH:21][CH:22]3[CH2:27][CH2:26][O:25][CH2:24][CH2:23]3)=[CH:16][C:15]([CH3:28])=[N:14][C:13]=12.C(N(CC)CC)C.[C:39]([O:43][C:44](O[C:44]([O:43][C:39]([CH3:42])([CH3:41])[CH3:40])=[O:45])=[O:45])([CH3:42])([CH3:41])[CH3:40].